From a dataset of Reaction yield outcomes from USPTO patents with 853,638 reactions. Predict the reaction yield, written as a fraction of the theoretical maximum amount of product (1.0 means a 100% yield; for example, 0.34 means a 34% yield). (1) The reactants are [BH-](OC(C)=O)(OC(C)=O)[O:2][C:3]([CH3:5])=O.[Na+].[NH2:15][C@@H:16]([CH3:50])[C:17]([NH:19][C@H:20]1[CH2:26][O:25][C:24]2[CH:27]=[CH:28][CH:29]=[CH:30][C:23]=2[N:22]([CH2:31][C:32]2[C:40]3[C:35](=[CH:36][CH:37]=[CH:38][CH:39]=3)[N:34]([C:41]3[CH:46]=[CH:45][CH:44]=[CH:43][C:42]=3[C:47]#[N:48])[N:33]=2)[C:21]1=[O:49])=[O:18].C1OC(O)COC1O. The catalyst is C(Cl)Cl.C([O-])(O)=O.[Na+]. The product is [C:47]([C:42]1[CH:43]=[CH:44][CH:45]=[CH:46][C:41]=1[N:34]1[C:35]2[C:40](=[CH:39][CH:38]=[CH:37][CH:36]=2)[C:32]([CH2:31][N:22]2[C:21](=[O:49])[C@@H:20]([NH:19][C:17](=[O:18])[C@@H:16]([NH:15][CH2:5][CH2:3][OH:2])[CH3:50])[CH2:26][O:25][C:24]3[CH:27]=[CH:28][CH:29]=[CH:30][C:23]2=3)=[N:33]1)#[N:48]. The yield is 0.950. (2) The reactants are [Cl:1][C:2]1[CH:7]=[CH:6][CH:5]=[CH:4][C:3]=1[N:8]1[C:12]([S:13][C:14]2[CH:19]=[CH:18][CH:17]=[C:16]([O:20][CH3:21])[N:15]=2)=[CH:11][C:10]([C:22](OCC)=[O:23])=[N:9]1.[H-].C([Al+]CC(C)C)C(C)C.[OH-].[Na+]. The product is [Cl:1][C:2]1[CH:7]=[CH:6][CH:5]=[CH:4][C:3]=1[N:8]1[C:12]([S:13][C:14]2[CH:19]=[CH:18][CH:17]=[C:16]([O:20][CH3:21])[N:15]=2)=[CH:11][C:10]([CH:22]=[O:23])=[N:9]1. The catalyst is O1CCCC1.C1(C)C=CC=CC=1. The yield is 0.770. (3) The reactants are [CH3:1][C:2]1[O:6][N:5]=[C:4]([C:7]2[CH:12]=[CH:11][CH:10]=[CH:9][CH:8]=2)[C:3]=1[CH2:13][O:14][C:15]1[CH:23]=[CH:22][C:18]([C:19]([OH:21])=O)=[CH:17][N:16]=1.[CH2:24]([S:28]([NH2:31])(=[O:30])=[O:29])[CH2:25][CH2:26][CH3:27]. The catalyst is ClCCl.CN(C)C1C=CN=CC=1. The product is [CH3:1][C:2]1[O:6][N:5]=[C:4]([C:7]2[CH:8]=[CH:9][CH:10]=[CH:11][CH:12]=2)[C:3]=1[CH2:13][O:14][C:15]1[N:16]=[CH:17][C:18]([C:19]([NH:31][S:28]([CH2:24][CH2:25][CH2:26][CH3:27])(=[O:30])=[O:29])=[O:21])=[CH:22][CH:23]=1. The yield is 0.120. (4) The reactants are [CH:1]([C:4]1[CH:9]=[CH:8][C:7]([C:10]2[N:15]=[C:14]([C:16]3[CH:17]=[C:18]([CH:21]=[CH:22][CH:23]=3)[C:19]#[N:20])[CH:13]=[CH:12][N:11]=2)=[CH:6][CH:5]=1)([CH3:3])[CH3:2].[OH:24]S(O)(=O)=O.[OH-].[Na+]. No catalyst specified. The product is [CH:1]([C:4]1[CH:5]=[CH:6][C:7]([C:10]2[N:15]=[C:14]([C:16]3[CH:17]=[C:18]([CH:21]=[CH:22][CH:23]=3)[C:19]([NH2:20])=[O:24])[CH:13]=[CH:12][N:11]=2)=[CH:8][CH:9]=1)([CH3:3])[CH3:2]. The yield is 0.980. (5) The reactants are [CH:1]12[O:7][CH:6]1[CH2:5][CH2:4][N:3]([C:8]([O:10][C:11]([CH3:14])([CH3:13])[CH3:12])=[O:9])[CH2:2]2.[FH:15].F.F.C(N(CC)CC)C.C(=O)(O)[O-].[Na+].C(Cl)Cl. The catalyst is ClCCCl. The product is [F:15][C@@H:6]1[CH2:5][CH2:4][N:3]([C:8]([O:10][C:11]([CH3:14])([CH3:13])[CH3:12])=[O:9])[CH2:2][C@H:1]1[OH:7]. The yield is 0.580. (6) The reactants are [CH3:1][CH:2]1[CH:7]([CH2:8][CH2:9][CH3:10])[CH2:6][CH2:5][CH:4]([CH:11]2[CH2:20][CH2:19][C:14]3(OCC[O:15]3)[CH2:13][CH2:12]2)[CH2:3]1.C(O)(C(F)(F)F)=O.CC(=O)OCC. The catalyst is CC(C)=O.O. The product is [CH3:1][CH:2]1[CH:7]([CH2:8][CH2:9][CH3:10])[CH2:6][CH2:5][CH:4]([CH:11]2[CH2:12][CH2:13][C:14](=[O:15])[CH2:19][CH2:20]2)[CH2:3]1. The yield is 0.890. (7) The reactants are Br[C:2]1[C:3](=[O:15])[C:4]([CH3:14])([CH3:13])[O:5][C:6]=1[C:7]1[CH:12]=[CH:11][N:10]=[CH:9][CH:8]=1.CC1(C)C(C)(C)OB([C:24]2[CH:41]=[CH:40][C:27]([O:28][CH2:29][C:30]3[CH:39]=[CH:38][C:37]4[C:32](=[CH:33][CH:34]=[CH:35][CH:36]=4)[N:31]=3)=[CH:26][CH:25]=2)O1.C([O-])([O-])=O.[Cs+].[Cs+]. The catalyst is C1C=CC(P(C2C=CC=CC=2)[C-]2C=CC=C2)=CC=1.C1C=CC(P(C2C=CC=CC=2)[C-]2C=CC=C2)=CC=1.Cl[Pd]Cl.[Fe+2].C1(C)C=CC=CC=1.O. The product is [CH3:13][C:4]1([CH3:14])[C:3](=[O:15])[C:2]([C:24]2[CH:25]=[CH:26][C:27]([O:28][CH2:29][C:30]3[CH:39]=[CH:38][C:37]4[C:32](=[CH:33][CH:34]=[CH:35][CH:36]=4)[N:31]=3)=[CH:40][CH:41]=2)=[C:6]([C:7]2[CH:12]=[CH:11][N:10]=[CH:9][CH:8]=2)[O:5]1. The yield is 0.740.